From a dataset of hERG Central: cardiac toxicity at 1µM, 10µM, and general inhibition. Predict hERG channel inhibition at various concentrations. (1) The drug is Cc1ccc(S(=O)(=O)Nc2cccc(C(=O)NC3CCN(Cc4ccccc4)CC3)c2)cc1F. Results: hERG_inhib (hERG inhibition (general)): blocker. (2) The compound is COc1cccc(C(=O)C2CCCN(Cc3cccc(C)n3)C2)c1. Results: hERG_inhib (hERG inhibition (general)): blocker. (3) The compound is COC(=O)c1ccc(C(=O)OC)c(NC(=O)CS(=O)(=O)Cc2ccccc2)c1. Results: hERG_inhib (hERG inhibition (general)): blocker.